The task is: Regression. Given two drug SMILES strings and cell line genomic features, predict the synergy score measuring deviation from expected non-interaction effect.. This data is from NCI-60 drug combinations with 297,098 pairs across 59 cell lines. Drug 2: C1CN(CCN1C(=O)CCBr)C(=O)CCBr. Drug 1: CC1CCC2CC(C(=CC=CC=CC(CC(C(=O)C(C(C(=CC(C(=O)CC(OC(=O)C3CCCCN3C(=O)C(=O)C1(O2)O)C(C)CC4CCC(C(C4)OC)OCCO)C)C)O)OC)C)C)C)OC. Cell line: HT29. Synergy scores: CSS=29.7, Synergy_ZIP=-5.83, Synergy_Bliss=0.540, Synergy_Loewe=-16.5, Synergy_HSA=2.95.